From a dataset of Full USPTO retrosynthesis dataset with 1.9M reactions from patents (1976-2016). Predict the reactants needed to synthesize the given product. (1) Given the product [OH:37][CH2:36][C@H:2]([OH:1])[CH2:3][NH:6][C:7]1[N:12]=[C:11]([NH:13][CH2:14][C:15]2[CH:20]=[CH:19][C:18]([C:21]3[CH:26]=[CH:25][CH:24]=[CH:23][N:22]=3)=[CH:17][CH:16]=2)[N:10]2[N:27]=[CH:28][C:29]([CH:30]([CH3:32])[CH3:31])=[C:9]2[N:8]=1, predict the reactants needed to synthesize it. The reactants are: [OH:1][CH2:2][C@H:3]([NH:6][C:7]1[N:12]=[C:11]([NH:13][CH2:14][C:15]2[CH:20]=[CH:19][C:18]([C:21]3[CH:26]=[CH:25][CH:24]=[CH:23][N:22]=3)=[CH:17][CH:16]=2)[N:10]2[N:27]=[CH:28][C:29]([CH:30]([CH3:32])[CH3:31])=[C:9]2[N:8]=1)CC.NC[C@@H](O)[CH2:36][OH:37]. (2) Given the product [Cl:1][C:2]1[CH:7]=[CH:6][C:5]([C:8]2[CH:13]=[CH:12][N:11]3[C:14](=[O:30])[N:15]([CH2:17][C:18]4[C:19]([CH2:29][OH:38])=[N:20][C:21]([C:24]([F:27])([F:26])[F:25])=[CH:22][CH:23]=4)[N:16]=[C:10]3[C:9]=2[C:31]2[CH:36]=[CH:35][N:34]=[CH:33][CH:32]=2)=[CH:4][CH:3]=1, predict the reactants needed to synthesize it. The reactants are: [Cl:1][C:2]1[CH:7]=[CH:6][C:5]([C:8]2[CH:13]=[CH:12][N:11]3[C:14](=[O:30])[N:15]([CH2:17][C:18]4[C:19]([CH3:29])=[N+:20]([O-])[C:21]([C:24]([F:27])([F:26])[F:25])=[CH:22][CH:23]=4)[N:16]=[C:10]3[C:9]=2[C:31]2[CH:36]=[CH:35][N:34]=[CH:33][CH:32]=2)=[CH:4][CH:3]=1.C([O-])([O-])=[O:38].[K+].[K+]. (3) Given the product [CH3:18][O:17][C:14]1[CH:15]=[CH:16][C:11]([N:8]2[C:4]3=[N:5][CH:6]=[N:7][C:2]([NH:19][C:20]4[CH:21]=[C:22]([CH:36]=[CH:37][C:38]=4[CH3:39])[C:23]([NH:25][C:26]4[CH:31]=[CH:30][CH:29]=[C:28]([C:32]([F:33])([F:34])[F:35])[CH:27]=4)=[O:24])=[C:3]3[CH:10]=[N:9]2)=[CH:12][CH:13]=1, predict the reactants needed to synthesize it. The reactants are: Cl[C:2]1[N:7]=[CH:6][N:5]=[C:4]2[N:8]([C:11]3[CH:16]=[CH:15][C:14]([O:17][CH3:18])=[CH:13][CH:12]=3)[N:9]=[CH:10][C:3]=12.[NH2:19][C:20]1[CH:21]=[C:22]([CH:36]=[CH:37][C:38]=1[CH3:39])[C:23]([NH:25][C:26]1[CH:31]=[CH:30][CH:29]=[C:28]([C:32]([F:35])([F:34])[F:33])[CH:27]=1)=[O:24]. (4) Given the product [C:11]([C:15]1[CH:20]=[CH:19][C:18]([C:2]2[S:3][C:4]([C:7]([O:9][CH3:10])=[O:8])=[CH:5][N:6]=2)=[CH:17][CH:16]=1)([CH3:14])([CH3:13])[CH3:12], predict the reactants needed to synthesize it. The reactants are: Br[C:2]1[S:3][C:4]([C:7]([O:9][CH3:10])=[O:8])=[CH:5][N:6]=1.[C:11]([C:15]1[CH:20]=[CH:19][C:18](B(O)O)=[CH:17][CH:16]=1)([CH3:14])([CH3:13])[CH3:12].O.P([O-])([O-])([O-])=O.[K+].[K+].[K+]. (5) The reactants are: [Cl:1][C:2]1[CH:7]=[CH:6][C:5]([C:8]2[C:12]3[CH:13]=[CH:14][C:15]([CH2:17][CH2:18][CH2:19][CH2:20]OS(C)(=O)=O)=[CH:16][C:11]=3[S:10][N:9]=2)=[CH:4][CH:3]=1.[CH2:26]([NH:28][CH2:29][CH2:30][OH:31])[CH3:27]. Given the product [Cl:1][C:2]1[CH:3]=[CH:4][C:5]([C:8]2[C:12]3[CH:13]=[CH:14][C:15]([CH2:17][CH2:18][CH2:19][CH2:20][N:28]([CH2:26][CH3:27])[CH2:29][CH2:30][OH:31])=[CH:16][C:11]=3[S:10][N:9]=2)=[CH:6][CH:7]=1, predict the reactants needed to synthesize it. (6) Given the product [ClH:1].[Cl:1][C:2]1[CH:7]=[CH:6][C:5]2[NH:8][C:9]3[CH:16]=[CH:15][CH:14]=[CH:13][C:10]=3[C:11]([NH2:12])=[N:17][C:4]=2[CH:3]=1, predict the reactants needed to synthesize it. The reactants are: [Cl:1][C:2]1[CH:7]=[CH:6][C:5]([NH:8][C:9]2[CH:16]=[CH:15][CH:14]=[CH:13][C:10]=2[C:11]#[N:12])=[C:4]([N+:17]([O-])=O)[CH:3]=1. (7) Given the product [C:1]([O:5][C:6](=[O:54])[NH:7][C@@H:8]([CH2:34][C@H:35]([CH2:39][C:40]1[CH:45]=[CH:44][C:43]([O:46][CH3:47])=[C:42]([O:48][CH2:49][CH2:50][CH2:51][O:52][CH3:53])[CH:41]=1)[CH:36]([CH3:38])[CH3:37])[C@@H:9]([OH:26])[CH2:10][C@H:11]([C:15](=[O:25])[NH:16][CH:17]1[CH:22]2[CH2:23][CH2:24][N:19]([CH2:20][CH2:21]2)[CH2:18]1)[CH:12]([CH3:13])[CH3:14])([CH3:4])([CH3:2])[CH3:3], predict the reactants needed to synthesize it. The reactants are: [C:1]([O:5][C:6](=[O:54])[NH:7][C@@H:8]([CH2:34][C@H:35]([CH2:39][C:40]1[CH:45]=[CH:44][C:43]([O:46][CH3:47])=[C:42]([O:48][CH2:49][CH2:50][CH2:51][O:52][CH3:53])[CH:41]=1)[CH:36]([CH3:38])[CH3:37])[C@@H:9]([O:26][Si](C(C)(C)C)(C)C)[CH2:10][C@H:11]([C:15](=[O:25])[NH:16][CH:17]1[CH:22]2[CH2:23][CH2:24][N:19]([CH2:20][CH2:21]2)[CH2:18]1)[CH:12]([CH3:14])[CH3:13])([CH3:4])([CH3:3])[CH3:2].C(OC(N[C@@H](C[C@H](CC1C=CC(OC)=C(OCCCOC)C=1)C(C)C)[C@@H](O[Si](C(C)(C)C)(C)C)C[C@@H](C(C)C)C(O)=O)=O)(C)(C)C.N12CCC(CC1)[C@@H](N)C2.CCCC[N+](CCCC)(CCCC)CCCC.[F-]. (8) Given the product [C:31]([C:19]1[CH:18]=[C:17]([C:33]2[C:34]([CH3:39])=[N:35][O:36][C:37]=2[CH3:38])[CH:16]=[C:15]2[C:20]=1[C:21]1[CH:22]=[CH:23][C:24]([C:27]([OH:29])=[O:28])=[CH:25][C:26]=1[N:14]2[CH:1]([C:8]1[CH:13]=[CH:12][CH:11]=[CH:10][CH:9]=1)[C:2]1[CH:7]=[CH:6][CH:5]=[CH:4][CH:3]=1)#[N:32], predict the reactants needed to synthesize it. The reactants are: [CH:1]([N:14]1[C:26]2[CH:25]=[C:24]([C:27]([O:29]C)=[O:28])[CH:23]=[CH:22][C:21]=2[C:20]2[C:15]1=[CH:16][C:17]([C:33]1[C:34]([CH3:39])=[N:35][O:36][C:37]=1[CH3:38])=[CH:18][C:19]=2[C:31]#[N:32])([C:8]1[CH:13]=[CH:12][CH:11]=[CH:10][CH:9]=1)[C:2]1[CH:7]=[CH:6][CH:5]=[CH:4][CH:3]=1.[OH-].[Na+].